Binary Classification. Given a drug SMILES string, predict its activity (active/inactive) in a high-throughput screening assay against a specified biological target. From a dataset of HIV replication inhibition screening data with 41,000+ compounds from the AIDS Antiviral Screen. (1) The molecule is Cc1nc2c(=O)n(C)c(=O)nc-2n(-c2ccc(Cl)cc2)c1C. The result is 0 (inactive). (2) The drug is CCOC(=O)CC(NCc1ccc(N=Cc2nc3ccc(C(F)(F)F)cc3nc2-c2ccccc2)cc1)C(=O)OCC. The result is 0 (inactive). (3) The molecule is N#CC1CC(c2cccs2)Nc2ccccc2N1. The result is 0 (inactive). (4) The compound is CC1=C(C(=O)Nc2ccccc2)C(c2ccc([N+](=O)[O-])cc2)C(C(=O)Nc2ccccc2)=C(C)N1. The result is 0 (inactive). (5) The compound is CN(C)C1=NC(=O)C(c2ccccc2)O1. The result is 0 (inactive). (6) The drug is O=C(O)C1OC12CCCCC2. The result is 0 (inactive). (7) The compound is O=S(O)CCCCCSSSCCCCCS(=O)O.[NaH]. The result is 0 (inactive).